From a dataset of Catalyst prediction with 721,799 reactions and 888 catalyst types from USPTO. Predict which catalyst facilitates the given reaction. Reactant: [N+:1]([C:4]1[CH:5]=[CH:6][C:7]([O:15][C:16]2[CH:21]=[C:20]([F:22])[CH:19]=[C:18]([F:23])[CH:17]=2)=[C:8]([CH:14]=1)[C:9]([O:11][CH2:12][CH3:13])=[O:10])([O-])=O.NC1C=CC=CC=1. Product: [NH2:1][C:4]1[CH:5]=[CH:6][C:7]([O:15][C:16]2[CH:17]=[C:18]([F:23])[CH:19]=[C:20]([F:22])[CH:21]=2)=[C:8]([CH:14]=1)[C:9]([O:11][CH2:12][CH3:13])=[O:10]. The catalyst class is: 8.